This data is from Forward reaction prediction with 1.9M reactions from USPTO patents (1976-2016). The task is: Predict the product of the given reaction. (1) The product is: [CH3:20][C:17]1[CH:18]=[CH:19][C:14]([S:11]([N:8]2[C:6]3[N:7]=[C:2]([NH:27][C:28]4[CH:36]=[CH:35][C:31]([C:32]([NH2:34])=[O:33])=[CH:30][CH:29]=4)[N:3]=[C:4]([NH:21][CH2:22][C:23]([F:26])([F:25])[F:24])[C:5]=3[CH:10]=[CH:9]2)(=[O:13])=[O:12])=[CH:15][CH:16]=1. Given the reactants Cl[C:2]1[N:3]=[C:4]([NH:21][CH2:22][C:23]([F:26])([F:25])[F:24])[C:5]2[CH:10]=[CH:9][N:8]([S:11]([C:14]3[CH:19]=[CH:18][C:17]([CH3:20])=[CH:16][CH:15]=3)(=[O:13])=[O:12])[C:6]=2[N:7]=1.[NH2:27][C:28]1[CH:36]=[CH:35][C:31]([C:32]([NH2:34])=[O:33])=[CH:30][CH:29]=1.C(=O)([O-])[O-].[K+].[K+], predict the reaction product. (2) Given the reactants C1(C2C(O[C@@H]3CCCNC3)=CC(F)=C(C=2)C(OC)=O)CC1.[CH:22]1([C:25]2[C:26]([O:36][CH2:37][C@@H:38]3[CH2:43][CH2:42][CH2:41][NH:40][CH2:39]3)=[CH:27][C:28]([F:35])=[C:29]([CH:34]=2)[C:30]([O:32][CH3:33])=[O:31])[CH2:24][CH2:23]1.BrCC1C=CC(F)=CC=1C(F)(F)F.Br[CH2:58][C:59]1[CH:64]=[CH:63][C:62]([F:65])=[CH:61][C:60]=1[Cl:66], predict the reaction product. The product is: [Cl:66][C:60]1[CH:61]=[C:62]([F:65])[CH:63]=[CH:64][C:59]=1[CH2:58][N:40]1[CH2:41][CH2:42][CH2:43][C@@H:38]([CH2:37][O:36][C:26]2[C:25]([CH:22]3[CH2:24][CH2:23]3)=[CH:34][C:29]([C:30]([O:32][CH3:33])=[O:31])=[C:28]([F:35])[CH:27]=2)[CH2:39]1. (3) The product is: [CH3:1][CH2:2][C@@H:3]([C@H:5]([NH:261][C:262]([C@@H:264]([NH:270][C:271]([C@@H:273]([NH:276][C:277]([C@@H:279]([NH:283][C:284]([C@@H:286]([NH2:289])[CH2:287][OH:288])=[O:285])[CH:280]([CH3:282])[CH3:281])=[O:278])[CH2:274][OH:275])=[O:272])[CH2:265][CH2:266][C:267]([OH:269])=[O:268])=[O:263])[C:6]([NH:8][C@H:9]([C:15]([NH:17][C@H:18]([C:23]([NH:25][C@H:26]([C:31]([NH:33][C@H:34]([C:41]([NH:43][C@H:44]([C:49]([NH:51][C@H:52]([C:57]([NH:59][CH2:60][C:61]([NH:63][C@H:64]([C:70]([NH:72][C@H:73]([C:80]([NH:82][C@H:83]([C:88]([NH:90][C@H:91]([C:96]([NH:98][C@H:99]([C:102]([NH:104][C@H:105]([C:110]([NH:112][C@H:113]([C:119]([NH:121][C@H:122]([C:130]([NH:132][C@H:133]([C:137]([NH:139][C@H:140]([C:146]([NH:148][C@H:149]([C:160]([NH:162][C@H:163]([C:168]([NH:170][C@H:171]([C:179]([NH:181][C@H:182]([C:188]([NH:190][C@H:191]([C:197]([NH:199][C@H:200]([C:205]([NH:207][C@H:208]([C:214]([NH:216][C@H:217]([C:222]([NH:224][C@H:225]([C:229]([NH:231][C@H:232]([C:239]([NH:241][C@H:242]([C:247]([NH:249][C@H:250]([C:258]([OH:260])=[O:259])[CH2:251][C:252]1[CH:253]=[CH:254][CH:255]=[CH:256][CH:257]=1)=[O:248])[CH2:243][C:244]([NH2:246])=[O:245])=[O:240])[CH2:233][C:234]1[NH:238][CH:237]=[N:236][CH:235]=1)=[O:230])[CH:226]([CH3:228])[CH3:227])=[O:223])[CH2:218][C:219]([OH:221])=[O:220])=[O:215])[CH2:209][CH2:210][C:211]([NH2:213])=[O:212])=[O:206])[CH2:201][CH:202]([CH3:204])[CH3:203])=[O:198])[CH2:192][CH2:193][CH2:194][CH2:195][NH2:196])=[O:189])[CH2:183][CH2:184][CH2:185][CH2:186][NH2:187])=[O:180])[CH2:172][CH2:173][CH2:174][NH:175][C:176]([NH2:178])=[NH:177])=[O:169])[CH2:164][CH:165]([CH3:167])[CH3:166])=[O:161])[CH2:150][C:151]1[C:155]2[CH:156]=[CH:157][CH:158]=[CH:159][C:154]=2[NH:153][CH:152]=1)=[O:147])[CH2:141][CH2:142][C:143]([OH:145])=[O:144])=[O:138])[CH:134]([CH3:135])[CH3:136])=[O:131])[CH2:123][CH2:124][CH2:125][NH:126][C:127]([NH2:129])=[NH:128])=[O:120])[CH2:114][CH2:115][C:116]([OH:118])=[O:117])=[O:111])[CH2:106][CH2:107][S:108][CH3:109])=[O:103])[CH2:100][OH:101])=[O:97])[CH2:92][C:93]([NH2:95])=[O:94])=[O:89])[CH2:84][CH:85]([CH3:86])[CH3:87])=[O:81])[CH2:74][C:75]1[NH:79][CH:78]=[N:77][CH:76]=1)=[O:71])[CH2:65][CH2:66][CH2:67][CH2:68][NH2:69])=[O:62])=[O:58])[CH2:53][CH:54]([CH3:55])[CH3:56])=[O:50])[CH2:45][C:46]([NH2:48])=[O:47])=[O:42])[CH2:35][C:36]1[NH:40][CH:39]=[N:38][CH:37]=1)=[O:32])[CH2:27][CH2:28][S:29][CH3:30])=[O:24])[CH2:19][CH:20]([CH3:22])[CH3:21])=[O:16])[CH2:10][CH2:11][C:12]([NH2:14])=[O:13])=[O:7])[CH3:4].[C:292]([O-:294])(=[O:293])[CH3:291]. Given the reactants [CH3:1][CH2:2][C@@H:3]([C@H:5]([NH:261][C:262]([C@@H:264]([NH:270][C:271]([C@@H:273]([NH:276][C:277]([C@@H:279]([NH:283][C:284]([C@@H:286]([NH2:289])[CH2:287][OH:288])=[O:285])[CH:280]([CH3:282])[CH3:281])=[O:278])[CH2:274][OH:275])=[O:272])[CH2:265][CH2:266][C:267]([OH:269])=[O:268])=[O:263])[C:6]([NH:8][C@H:9]([C:15]([NH:17][C@H:18]([C:23]([NH:25][C@H:26]([C:31]([NH:33][C@H:34]([C:41]([NH:43][C@H:44]([C:49]([NH:51][C@H:52]([C:57]([NH:59][CH2:60][C:61]([NH:63][C@H:64]([C:70]([NH:72][C@H:73]([C:80]([NH:82][C@H:83]([C:88]([NH:90][C@H:91]([C:96]([NH:98][C@H:99]([C:102]([NH:104][C@H:105]([C:110]([NH:112][C@H:113]([C:119]([NH:121][C@H:122]([C:130]([NH:132][C@H:133]([C:137]([NH:139][C@H:140]([C:146]([NH:148][C@H:149]([C:160]([NH:162][C@H:163]([C:168]([NH:170][C@H:171]([C:179]([NH:181][C@H:182]([C:188]([NH:190][C@H:191]([C:197]([NH:199][C@H:200]([C:205]([NH:207][C@H:208]([C:214]([NH:216][C@H:217]([C:222]([NH:224][C@H:225]([C:229]([NH:231][C@H:232]([C:239]([NH:241][C@H:242]([C:247]([NH:249][C@H:250]([C:258]([OH:260])=[O:259])[CH2:251][C:252]1[CH:253]=[CH:254][CH:255]=[CH:256][CH:257]=1)=[O:248])[CH2:243][C:244]([NH2:246])=[O:245])=[O:240])[CH2:233][C:234]1[NH:238][CH:237]=[N:236][CH:235]=1)=[O:230])[CH:226]([CH3:228])[CH3:227])=[O:223])[CH2:218][C:219]([OH:221])=[O:220])=[O:215])[CH2:209][CH2:210][C:211]([NH2:213])=[O:212])=[O:206])[CH2:201][CH:202]([CH3:204])[CH3:203])=[O:198])[CH2:192][CH2:193][CH2:194][CH2:195][NH2:196])=[O:189])[CH2:183][CH2:184][CH2:185][CH2:186][NH2:187])=[O:180])[CH2:172][CH2:173][CH2:174][NH:175][C:176]([NH2:178])=[NH:177])=[O:169])[CH2:164][CH:165]([CH3:167])[CH3:166])=[O:161])[CH2:150][C:151]1[C:155]2[CH:156]=[CH:157][CH:158]=[CH:159][C:154]=2[NH:153][CH:152]=1)=[O:147])[CH2:141][CH2:142][C:143]([OH:145])=[O:144])=[O:138])[CH:134]([CH3:136])[CH3:135])=[O:131])[CH2:123][CH2:124][CH2:125][NH:126][C:127]([NH2:129])=[NH:128])=[O:120])[CH2:114][CH2:115][C:116]([OH:118])=[O:117])=[O:111])[CH2:106][CH2:107][S:108][CH3:109])=[O:103])[CH2:100][OH:101])=[O:97])[CH2:92][C:93]([NH2:95])=[O:94])=[O:89])[CH2:84][CH:85]([CH3:87])[CH3:86])=[O:81])[CH2:74][C:75]1[NH:79][CH:78]=[N:77][CH:76]=1)=[O:71])[CH2:65][CH2:66][CH2:67][CH2:68][NH2:69])=[O:62])=[O:58])[CH2:53][CH:54]([CH3:56])[CH3:55])=[O:50])[CH2:45][C:46]([NH2:48])=[O:47])=[O:42])[CH2:35][C:36]1[NH:40][CH:39]=[N:38][CH:37]=1)=[O:32])[CH2:27][CH2:28][S:29][CH3:30])=[O:24])[CH2:19][CH:20]([CH3:22])[CH3:21])=[O:16])[CH2:10][CH2:11][C:12]([NH2:14])=[O:13])=[O:7])[CH3:4].F[C:291](F)(F)[C:292]([O-:294])=[O:293].C(O)(C(F)(F)F)=O.C([O-])(=O)C, predict the reaction product.